This data is from Reaction yield outcomes from USPTO patents with 853,638 reactions. The task is: Predict the reaction yield, written as a fraction of the theoretical maximum amount of product (1.0 means a 100% yield; for example, 0.34 means a 34% yield). (1) The reactants are C(Cl)Cl.[O:4]1[C:8]2[CH:9]=[CH:10][CH:11]=[CH:12][C:7]=2[C:6](=[O:13])[CH2:5]1.C(N(C(C)C)CC)(C)C.[F:23][C:24]([F:37])([F:36])[S:25](O[S:25]([C:24]([F:37])([F:36])[F:23])(=[O:27])=[O:26])(=[O:27])=[O:26]. The catalyst is O. The product is [O:4]1[C:8]2[CH:9]=[CH:10][CH:11]=[CH:12][C:7]=2[C:6]([O:13][S:25]([C:24]([F:37])([F:36])[F:23])(=[O:27])=[O:26])=[CH:5]1. The yield is 0.990. (2) The reactants are [C:1]([C:9]1[CH:14]=[CH:13][CH:12]=[C:11]([C:15](=O)[C:16]2[CH:21]=[CH:20][CH:19]=[CH:18][CH:17]=2)[CH:10]=1)(=[O:8])[C:2]1[CH:7]=[CH:6][CH:5]=[CH:4][CH:3]=1.[NH2:23][NH:24][C:25]([NH2:27])=[S:26]. The catalyst is CO.C1(C)C=CC(S(O)(=O)=O)=CC=1. The product is [C:1]([C:9]1[CH:10]=[C:11]([CH:12]=[CH:13][CH:14]=1)[C:15](=[N:23][NH:24][C:25]([NH2:27])=[S:26])[C:16]1[CH:21]=[CH:20][CH:19]=[CH:18][CH:17]=1)(=[O:8])[C:2]1[CH:7]=[CH:6][CH:5]=[CH:4][CH:3]=1. The yield is 0.440. (3) The reactants are [F:1][C:2]1[CH:11]=[C:10]2[C:5]([CH:6]=[C:7]([C:25]([NH:27][NH2:28])=[NH:26])[N:8]=[C:9]2[O:12][C@H:13]2[CH2:17][CH2:16][N:15]([C:18]([O:20][C:21]([CH3:24])([CH3:23])[CH3:22])=[O:19])[CH2:14]2)=[CH:4][CH:3]=1.C1N=CN([C:34](N2C=NC=C2)=[O:35])C=1. The catalyst is O1CCOCC1. The product is [F:1][C:2]1[CH:11]=[C:10]2[C:5]([CH:6]=[C:7]([C:25]3[NH:26][C:34](=[O:35])[NH:28][N:27]=3)[N:8]=[C:9]2[O:12][C@H:13]2[CH2:17][CH2:16][N:15]([C:18]([O:20][C:21]([CH3:24])([CH3:22])[CH3:23])=[O:19])[CH2:14]2)=[CH:4][CH:3]=1. The yield is 0.400. (4) The reactants are [CH3:1][O:2][C:3]1[CH:4]=[C:5]2[C:10](=[CH:11][C:12]=1[O:13][CH3:14])[NH:9][CH:8]=[CH:7][C:6]2=O.P12(SP3(SP(SP(S3)(S1)=S)(=S)S2)=S)=[S:17].C(=O)(O)[O-].[Na+]. The catalyst is COCCOCCOC. The product is [CH3:1][O:2][C:3]1[CH:4]=[C:5]2[C:10](=[CH:11][C:12]=1[O:13][CH3:14])[NH:9][CH:8]=[CH:7][C:6]2=[S:17]. The yield is 0.740. (5) The reactants are [OH:1][CH2:2][CH2:3][N:4]1[CH2:9][CH2:8][O:7][CH2:6][CH2:5]1.C(C1C(O)=C(C(C)(C)C)C=C(C)C=1)(C)(C)C.[H-].[Na+].Br[C:29]1[CH:30]=[C:31]([CH:52]=[CH:53][N:54]=1)[C:32]([NH:34][C:35]1[S:36][C:37]2[C:43]([CH:44]3[CH2:49][O:48][CH2:47][CH2:46][O:45]3)=[CH:42][CH:41]=[C:40]([O:50][CH3:51])[C:38]=2[N:39]=1)=[O:33]. The catalyst is O1CCOCC1.CN(C=O)C. The product is [O:45]1[CH2:46][CH2:47][O:48][CH2:49][CH:44]1[C:43]1[C:37]2[S:36][C:35]([NH:34][C:32](=[O:33])[C:31]3[CH:52]=[CH:53][N:54]=[C:29]([O:1][CH2:2][CH2:3][N:4]4[CH2:9][CH2:8][O:7][CH2:6][CH2:5]4)[CH:30]=3)=[N:39][C:38]=2[C:40]([O:50][CH3:51])=[CH:41][CH:42]=1. The yield is 0.720.